Dataset: Full USPTO retrosynthesis dataset with 1.9M reactions from patents (1976-2016). Task: Predict the reactants needed to synthesize the given product. (1) Given the product [C:1]([C:3]1[CH:4]=[CH:5][C:6]([C:9]2[CH:10]=[N:11][N:12]([C:23]3[CH:32]=[C:31]([CH3:33])[C:26]([C:27]([OH:29])=[O:28])=[CH:25][N:24]=3)[C:13]=2[OH:14])=[CH:7][CH:8]=1)#[N:2], predict the reactants needed to synthesize it. The reactants are: [C:1]([C:3]1[CH:8]=[CH:7][C:6]([C:9]2[CH:10]=[N:11][N:12]([C:23]3[CH:32]=[C:31]([CH3:33])[C:26]([C:27]([O:29]C)=[O:28])=[CH:25][N:24]=3)[C:13]=2[O:14]COCC[Si](C)(C)C)=[CH:5][CH:4]=1)#[N:2].CO.[Li+].[OH-]. (2) Given the product [CH2:3]([N:5]([CH:20]1[C:28]2[C:23](=[CH:24][CH:25]=[C:26]([C:29]3[CH:34]=[CH:33][CH:32]=[C:31]([F:35])[CH:30]=3)[CH:27]=2)[CH2:22][CH2:21]1)[C:6]1[CH:7]=[C:8]([CH:17]=[CH:18][CH:19]=1)[O:9][CH2:10][C:11]([OH:13])=[O:12])[CH3:4], predict the reactants needed to synthesize it. The reactants are: [OH-].[Li+].[CH2:3]([N:5]([CH:20]1[C:28]2[C:23](=[CH:24][CH:25]=[C:26]([C:29]3[CH:34]=[CH:33][CH:32]=[C:31]([F:35])[CH:30]=3)[CH:27]=2)[CH2:22][CH2:21]1)[C:6]1[CH:7]=[C:8]([CH:17]=[CH:18][CH:19]=1)[O:9][CH2:10][C:11]([O:13]C(C)C)=[O:12])[CH3:4]. (3) Given the product [C:29]([NH:33][S:34]([C:37]1[S:38][C:39]([C:2]2[CH:7]=[CH:6][CH:5]=[C:4]([C:8]3[N:9]=[C:10]([C:25]([F:27])([F:28])[F:26])[CH:11]=[C:12]([C:14]4[CH:19]=[CH:18][C:17]([C:20]([F:22])([F:23])[F:21])=[CH:16][C:15]=4[F:24])[N:13]=3)[CH:3]=2)=[CH:40][CH:41]=1)(=[O:35])=[O:36])([CH3:30])([CH3:31])[CH3:32], predict the reactants needed to synthesize it. The reactants are: Br[C:2]1[CH:3]=[C:4]([C:8]2[N:13]=[C:12]([C:14]3[CH:19]=[CH:18][C:17]([C:20]([F:23])([F:22])[F:21])=[CH:16][C:15]=3[F:24])[CH:11]=[C:10]([C:25]([F:28])([F:27])[F:26])[N:9]=2)[CH:5]=[CH:6][CH:7]=1.[C:29]([NH:33][S:34]([C:37]1[S:38][C:39](B2OC(C)(C)C(C)(C)O2)=[CH:40][CH:41]=1)(=[O:36])=[O:35])([CH3:32])([CH3:31])[CH3:30]. (4) Given the product [CH3:18][NH:19][C:13]([C:5]1[N:6]([CH3:12])[C:7]2[C:3]([CH:4]=1)=[CH:2][CH:10]=[CH:9][CH:8]=2)=[O:15], predict the reactants needed to synthesize it. The reactants are: Cl[C:2]1[CH:10]=[C:9](Cl)[CH:8]=[C:7]2[C:3]=1[CH:4]=[C:5]([C:13]([O:15]CC)=O)[N:6]2[CH3:12].[CH3:18][NH2:19].CO.